This data is from Reaction yield outcomes from USPTO patents with 853,638 reactions. The task is: Predict the reaction yield, written as a fraction of the theoretical maximum amount of product (1.0 means a 100% yield; for example, 0.34 means a 34% yield). The reactants are [F:1][C:2]([F:16])([F:15])[C:3]1[CH:4]=[C:5]([CH:9]=[CH:10][C:11]=1[N+:12]([O-])=O)[N:6]([CH3:8])[CH3:7]. The catalyst is O1CCCC1.[C].[Pd]. The product is [CH3:7][N:6]([CH3:8])[C:5]1[CH:9]=[CH:10][C:11]([NH2:12])=[C:3]([C:2]([F:1])([F:15])[F:16])[CH:4]=1. The yield is 0.960.